This data is from Catalyst prediction with 721,799 reactions and 888 catalyst types from USPTO. The task is: Predict which catalyst facilitates the given reaction. (1) Product: [CH:15]([O:1][C:2]1[CH:11]=[CH:10][C:5]2[CH2:6][O:7][B:8]([OH:9])[C:4]=2[CH:3]=1)([CH3:17])[CH3:16]. The catalyst class is: 3. Reactant: [OH:1][C:2]1[CH:11]=[CH:10][C:5]2[CH2:6][O:7][B:8]([OH:9])[C:4]=2[CH:3]=1.[H-].[Na+].Br[CH:15]([CH3:17])[CH3:16].Cl. (2) Reactant: [Cl:1][C:2]1[CH:7]=[CH:6][C:5]([C:8]([N:10]2[CH2:14][CH:13]([OH:15])[CH:12]([N:16]3[CH2:21][CH2:20][CH:19]([NH:22][C:23]4[CH:28]=[CH:27][C:26]([Cl:29])=[CH:25][CH:24]=4)[CH2:18][CH2:17]3)[CH2:11]2)=[O:9])=[CH:4][CH:3]=1.[CH3:30][C:31](OC(C)=O)=[O:32]. Product: [Cl:1][C:2]1[CH:3]=[CH:4][C:5]([C:8]([N:10]2[CH2:14][CH:13]([OH:15])[CH:12]([N:16]3[CH2:17][CH2:18][CH:19]([N:22]([C:23]4[CH:24]=[CH:25][C:26]([Cl:29])=[CH:27][CH:28]=4)[C:31](=[O:32])[CH3:30])[CH2:20][CH2:21]3)[CH2:11]2)=[O:9])=[CH:6][CH:7]=1. The catalyst class is: 17.